This data is from Forward reaction prediction with 1.9M reactions from USPTO patents (1976-2016). The task is: Predict the product of the given reaction. (1) Given the reactants [N+:1]([C:4]1[CH:9]=[CH:8][C:7]([C:10]([OH:15])([CH2:13][OH:14])[CH2:11][OH:12])=[CH:6][CH:5]=1)([O-])=O, predict the reaction product. The product is: [NH2:1][C:4]1[CH:5]=[CH:6][C:7]([C:10]([OH:15])([CH2:13][OH:14])[CH2:11][OH:12])=[CH:8][CH:9]=1. (2) Given the reactants [NH2:1][C:2]1[CH:19]=[CH:18][C:5]([O:6][C:7]2[CH:12]=[CH:11][N:10]=[C:9]3[N:13]([CH3:17])[C:14](=[O:16])[NH:15][C:8]=23)=[CH:4][CH:3]=1.[Cl:20][C:21]1[CH:26]=[CH:25][C:24]([N:27]=[C:28]=[O:29])=[CH:23][C:22]=1[C:30]([F:33])([F:32])[F:31], predict the reaction product. The product is: [CH3:17][N:13]1[C:9]2=[N:10][CH:11]=[CH:12][C:7]([O:6][C:5]3[CH:18]=[CH:19][C:2]([NH:1][C:28]([NH:27][C:24]4[CH:25]=[CH:26][C:21]([Cl:20])=[C:22]([C:30]([F:32])([F:31])[F:33])[CH:23]=4)=[O:29])=[CH:3][CH:4]=3)=[C:8]2[NH:15][C:14]1=[O:16]. (3) Given the reactants [CH2:1]([C@H:8]([NH:18][C:19](=[O:25])[O:20][C:21]([CH3:24])([CH3:23])[CH3:22])[C@@H:9]([OH:17])[C@H:10]([OH:16])[C@H:11]1[CH2:15][CH2:14][CH2:13][NH:12]1)[C:2]1[CH:7]=[CH:6][CH:5]=[CH:4][CH:3]=1.N[C@H]([CH2:37][C:38]1[CH:43]=[CH:42][CH:41]=[CH:40][CH:39]=1)[C@@H](O)[C@H]([C@H]1CCCN1)[OH:30].[C:44]([OH:50])(C(F)(F)F)=[O:45].[Br-:51].[Li+], predict the reaction product. The product is: [CH2:37]([N:12]([CH2:13][CH2:14][CH2:15][C@@H:11]([Br:51])[C@H:10]([OH:16])[C@H:9]([OH:17])[C@@H:8]([NH:18][C:19]([O:20][C:21]([CH3:24])([CH3:23])[CH3:22])=[O:25])[CH2:1][C:2]1[CH:7]=[CH:6][CH:5]=[CH:4][CH:3]=1)[C:44](=[O:45])[OH:50])[C:38]1[CH:39]=[CH:40][CH:41]=[CH:42][CH:43]=1.[Br:51][OH:30]. (4) The product is: [CH2:1]([O:3][C:4](=[O:31])[CH2:5][C:6]1[CH:11]=[CH:10][C:9]([O:12][CH3:13])=[C:8]([O:14][C:15]2[CH:20]=[CH:19][C:18]([Br:21])=[CH:17][C:16]=2[CH2:22][N:23]([C:32](=[O:34])[CH3:33])[CH2:24][C:25]2[CH:26]=[CH:27][CH:28]=[CH:29][CH:30]=2)[CH:7]=1)[CH3:2]. Given the reactants [CH2:1]([O:3][C:4](=[O:31])[CH2:5][C:6]1[CH:11]=[CH:10][C:9]([O:12][CH3:13])=[C:8]([O:14][C:15]2[CH:20]=[CH:19][C:18]([Br:21])=[CH:17][C:16]=2[CH2:22][NH:23][CH2:24][C:25]2[CH:30]=[CH:29][CH:28]=[CH:27][CH:26]=2)[CH:7]=1)[CH3:2].[C:32](Cl)(=[O:34])[CH3:33], predict the reaction product. (5) Given the reactants ClC1C(OC2C=CC(Cl)=C(C(F)(F)F)C=2)=CC(F)=C(C=1)C(O)=O.[Cl:24][C:25]1[C:26]([CH2:35][O:36][C:37]2[CH:42]=[CH:41][C:40]([O:43][C:44]([F:47])([F:46])[F:45])=[C:39]([Cl:48])[CH:38]=2)=[CH:27][C:28]([F:34])=[C:29]([CH:33]=1)[C:30]([OH:32])=O.CN(C)S(N)(=O)=O.[N:56]1([S:60]([NH2:63])(=[O:62])=[O:61])[CH2:59][CH2:58][CH2:57]1, predict the reaction product. The product is: [N:56]1([S:60]([NH:63][C:30](=[O:32])[C:29]2[CH:33]=[C:25]([Cl:24])[C:26]([CH2:35][O:36][C:37]3[CH:42]=[CH:41][C:40]([O:43][C:44]([F:45])([F:46])[F:47])=[C:39]([Cl:48])[CH:38]=3)=[CH:27][C:28]=2[F:34])(=[O:62])=[O:61])[CH2:59][CH2:58][CH2:57]1. (6) Given the reactants O=O.[C:3]([NH:6][C:7]1[CH:12]=[CH:11][C:10]([OH:13])=[CH:9][CH:8]=1)(=[O:5])[CH3:4].Cl[C:15]1[CH:16]=[CH:17][C:18]([N+:22]([O-:24])=[O:23])=[C:19]([CH:21]=1)[NH2:20].[H-].[Na+], predict the reaction product. The product is: [C:3]([NH:6][C:7]1[CH:12]=[CH:11][C:10]([O:13][C:15]2[CH:16]=[CH:17][C:18]([N+:22]([O-:24])=[O:23])=[C:19]([CH:21]=2)[NH2:20])=[CH:9][CH:8]=1)(=[O:5])[CH3:4]. (7) Given the reactants [NH2:1][C:2]1[C:11]2[N:12]=[C:13]([CH2:35][CH2:36][CH2:37][CH3:38])[N:14]([CH2:15][CH2:16][CH2:17][N:18]([CH2:23][C:24]3[CH:25]=[C:26]([CH2:30][C:31]([O:33][CH3:34])=[O:32])[CH:27]=[CH:28][CH:29]=3)[CH2:19][CH2:20][CH2:21]Cl)[C:10]=2[C:9]2[CH:8]=[CH:7][CH:6]=[CH:5][C:4]=2[N:3]=1.[CH2:39]([NH:41][CH3:42])[CH3:40], predict the reaction product. The product is: [NH2:1][C:2]1[C:11]2[N:12]=[C:13]([CH2:35][CH2:36][CH2:37][CH3:38])[N:14]([CH2:15][CH2:16][CH2:17][N:18]([CH2:23][C:24]3[CH:25]=[C:26]([CH2:30][C:31]([O:33][CH3:34])=[O:32])[CH:27]=[CH:28][CH:29]=3)[CH2:19][CH2:20][CH2:21][N:41]([CH2:39][CH3:40])[CH3:42])[C:10]=2[C:9]2[CH:8]=[CH:7][CH:6]=[CH:5][C:4]=2[N:3]=1.